Dataset: NCI-60 drug combinations with 297,098 pairs across 59 cell lines. Task: Regression. Given two drug SMILES strings and cell line genomic features, predict the synergy score measuring deviation from expected non-interaction effect. (1) Drug 1: CC12CCC(CC1=CCC3C2CCC4(C3CC=C4C5=CN=CC=C5)C)O. Drug 2: CC1=C(C(CCC1)(C)C)C=CC(=CC=CC(=CC(=O)O)C)C. Cell line: U251. Synergy scores: CSS=-0.888, Synergy_ZIP=0.509, Synergy_Bliss=-2.97, Synergy_Loewe=-8.98, Synergy_HSA=-8.64. (2) Drug 1: CN(C)N=NC1=C(NC=N1)C(=O)N. Drug 2: C1CN(P(=O)(OC1)NCCCl)CCCl. Cell line: UACC-257. Synergy scores: CSS=-10.5, Synergy_ZIP=3.21, Synergy_Bliss=-6.93, Synergy_Loewe=-12.6, Synergy_HSA=-12.8. (3) Drug 1: CS(=O)(=O)CCNCC1=CC=C(O1)C2=CC3=C(C=C2)N=CN=C3NC4=CC(=C(C=C4)OCC5=CC(=CC=C5)F)Cl. Drug 2: CCC1(CC2CC(C3=C(CCN(C2)C1)C4=CC=CC=C4N3)(C5=C(C=C6C(=C5)C78CCN9C7C(C=CC9)(C(C(C8N6C)(C(=O)OC)O)OC(=O)C)CC)OC)C(=O)OC)O.OS(=O)(=O)O. Cell line: MCF7. Synergy scores: CSS=6.63, Synergy_ZIP=1.39, Synergy_Bliss=5.69, Synergy_Loewe=3.67, Synergy_HSA=4.00. (4) Drug 2: C1CCC(C(C1)N)N.C(=O)(C(=O)[O-])[O-].[Pt+4]. Drug 1: COC1=CC(=CC(=C1O)OC)C2C3C(COC3=O)C(C4=CC5=C(C=C24)OCO5)OC6C(C(C7C(O6)COC(O7)C8=CC=CS8)O)O. Cell line: PC-3. Synergy scores: CSS=29.1, Synergy_ZIP=-5.81, Synergy_Bliss=5.66, Synergy_Loewe=7.84, Synergy_HSA=9.78. (5) Drug 1: CN(CC1=CN=C2C(=N1)C(=NC(=N2)N)N)C3=CC=C(C=C3)C(=O)NC(CCC(=O)O)C(=O)O. Drug 2: CC1C(C(CC(O1)OC2CC(CC3=C2C(=C4C(=C3O)C(=O)C5=CC=CC=C5C4=O)O)(C(=O)C)O)N)O. Cell line: OVCAR3. Synergy scores: CSS=32.9, Synergy_ZIP=-9.94, Synergy_Bliss=-15.5, Synergy_Loewe=-19.8, Synergy_HSA=-12.4. (6) Drug 1: C1=NC(=NC(=O)N1C2C(C(C(O2)CO)O)O)N. Drug 2: C1=CC=C(C(=C1)C(C2=CC=C(C=C2)Cl)C(Cl)Cl)Cl. Cell line: SF-268. Synergy scores: CSS=3.87, Synergy_ZIP=-1.57, Synergy_Bliss=-1.09, Synergy_Loewe=2.68, Synergy_HSA=-1.71.